From a dataset of Reaction yield outcomes from USPTO patents with 853,638 reactions. Predict the reaction yield, written as a fraction of the theoretical maximum amount of product (1.0 means a 100% yield; for example, 0.34 means a 34% yield). (1) The product is [OH:23][CH:22]([C:19]1[CH:20]=[CH:21][N:16]=[CH:17][CH:18]=1)[C:8]1[CH:7]=[CH:6][CH:5]=[C:2]([O:3][CH3:4])[C:1]=1[O:9][CH3:10]. The yield is 0.700. The catalyst is C1(C)C=CC=CC=1.O.O1CCCC1. The reactants are [C:1]1([O:9][CH3:10])[C:2](=[CH:5][CH:6]=[CH:7][CH:8]=1)[O:3][CH3:4].C([Li])CCC.[N:16]1[CH:21]=[CH:20][C:19]([CH:22]=[O:23])=[CH:18][CH:17]=1.N1C=CC(C=O)=CC=1.O1CCCC1. (2) The reactants are C(OC([N:8]1[CH2:14][CH2:13][C:12]2[C:15]([NH:20][CH2:21][C:22]3[CH:27]=[CH:26][C:25]([C:28](=[O:33])[NH:29][CH2:30][CH2:31][CH3:32])=[C:24]([F:34])[CH:23]=3)=[C:16]([Cl:19])[CH:17]=[CH:18][C:11]=2[CH2:10][CH2:9]1)=O)(C)(C)C. The yield is 0.960. The product is [Cl:19][C:16]1[CH:17]=[CH:18][C:11]2[CH2:10][CH2:9][NH:8][CH2:14][CH2:13][C:12]=2[C:15]=1[NH:20][CH2:21][C:22]1[CH:27]=[CH:26][C:25]([C:28](=[O:33])[NH:29][CH2:30][CH2:31][CH3:32])=[C:24]([F:34])[CH:23]=1. The catalyst is O1CCOCC1.